This data is from Catalyst prediction with 721,799 reactions and 888 catalyst types from USPTO. The task is: Predict which catalyst facilitates the given reaction. (1) Reactant: I[CH2:2][C@@H:3]([CH3:16])[CH2:4][N:5]1[C:10]2[CH:11]=[CH:12][CH:13]=[CH:14][C:9]=2[O:8][CH2:7][C:6]1=[O:15].[CH2:17]([CH:21]1[CH2:27][CH:26]2[NH:28][CH:23]([CH2:24][CH2:25]2)[CH2:22]1)[CH2:18][CH2:19][CH3:20]. Product: [CH2:17]([CH:21]1[CH2:22][CH:23]2[N:28]([CH2:2][C@@H:3]([CH3:16])[CH2:4][N:5]3[C:10]4[CH:11]=[CH:12][CH:13]=[CH:14][C:9]=4[O:8][CH2:7][C:6]3=[O:15])[CH:26]([CH2:25][CH2:24]2)[CH2:27]1)[CH2:18][CH2:19][CH3:20]. The catalyst class is: 424. (2) Reactant: [NH:1]1[C:9]2[C:4](=[CH:5][CH:6]=[CH:7][N:8]=2)[CH:3]=[CH:2]1.[Br:10][C:11]1[N:16]=[CH:15][C:14]([CH:17]=[O:18])=[CH:13][CH:12]=1.[OH-].[K+]. Product: [Br:10][C:11]1[N:16]=[CH:15][C:14]([CH:17]([C:3]2[C:4]3[C:9](=[N:8][CH:7]=[CH:6][CH:5]=3)[NH:1][CH:2]=2)[OH:18])=[CH:13][CH:12]=1. The catalyst class is: 5. (3) Reactant: Cl[S:2]([C:5]1[CH:6]=[N:7][CH:8]=[C:9]([CH:14]=1)[C:10]([O:12][CH3:13])=[O:11])(=[O:4])=[O:3].[NH:15]1[CH2:20][CH2:19][O:18][CH2:17][CH2:16]1.C(=O)([O-])[O-].[K+].[K+]. Product: [O:18]1[CH2:19][CH2:20][N:15]([S:2]([C:5]2[CH:6]=[N:7][CH:8]=[C:9]([CH:14]=2)[C:10]([O:12][CH3:13])=[O:11])(=[O:4])=[O:3])[CH2:16][CH2:17]1. The catalyst class is: 1. (4) Reactant: Cl.O[CH2:3][CH2:4][C:5](=[NH:9])OCC.[N:10]1[CH:15]=[CH:14][CH:13]=[N:12][C:11]=1[C:16]#[N:17].[OH2:18].[NH2:19][NH2:20].N([O-])=O.[Na+].Cl. Product: [N:10]1[CH:15]=[CH:14][CH:13]=[N:12][C:11]=1[C:16]1[N:17]=[N:9][C:5]([CH2:4][CH2:3][OH:18])=[N:20][N:19]=1. The catalyst class is: 6. (5) Reactant: [Br:1][C:2]1[CH:7]=[CH:6][C:5]([C:8]([OH:10])=O)=[CH:4][N:3]=1.[Cl-].[CH2:12]([O:19][C:20]1[CH:25]=[CH:24][C:23]([N:26]2[CH2:31][CH2:30][N:29]([C:32](=[O:35])[CH2:33][NH3+:34])[CH2:28][CH2:27]2)=[CH:22][CH:21]=1)[C:13]1[CH:18]=[CH:17][CH:16]=[CH:15][CH:14]=1.C1CN([P+](ON2N=NC3C=CC=CC2=3)(N2CCCC2)N2CCCC2)CC1.F[P-](F)(F)(F)(F)F.C(N(C(C)C)C(C)C)C. Product: [CH2:12]([O:19][C:20]1[CH:21]=[CH:22][C:23]([N:26]2[CH2:27][CH2:28][N:29]([C:32](=[O:35])[CH2:33][NH:34][C:8](=[O:10])[C:5]3[CH:6]=[CH:7][C:2]([Br:1])=[N:3][CH:4]=3)[CH2:30][CH2:31]2)=[CH:24][CH:25]=1)[C:13]1[CH:14]=[CH:15][CH:16]=[CH:17][CH:18]=1. The catalyst class is: 3. (6) Reactant: Cl.[C:2](O)(=O)C.[CH:6]1([CH2:12][C:13]2[CH:19]=[CH:18][C:16]([OH:17])=[CH:15][C:14]=2[OH:20])[CH2:11][CH2:10][CH2:9][CH2:8]C1. Product: [CH:12]1([C:13]2[CH:19]=[CH:18][C:16]([OH:17])=[C:15]([CH3:2])[C:14]=2[OH:20])[CH2:8][CH2:9][CH2:10][CH2:11][CH2:6]1. The catalyst class is: 5. (7) Reactant: [NH:1]1[CH2:6][CH2:5][CH2:4][CH:3]([C:7]([OH:9])=[O:8])[CH2:2]1.[OH-].[Na+].[C:12](O[C:12]([O:14][C:15]([CH3:18])([CH3:17])[CH3:16])=[O:13])([O:14][C:15]([CH3:18])([CH3:17])[CH3:16])=[O:13]. Product: [C:15]([O:14][C:12]([N:1]1[CH2:6][CH2:5][CH2:4][CH:3]([C:7]([OH:9])=[O:8])[CH2:2]1)=[O:13])([CH3:18])([CH3:17])[CH3:16]. The catalyst class is: 12. (8) The catalyst class is: 1. Reactant: C(OP([CH2:9][C:10]#[N:11])(=O)OCC)C.C[Si]([N-][Si](C)(C)C)(C)C.[Li+].[O:22]1[C:27]2[CH:28]=[CH:29][C:30]([C:32]([C:34]3[CH:39]=[C:38]([O:40][CH3:41])[CH:37]=[C:36]([O:42][CH3:43])[CH:35]=3)=O)=[CH:31][C:26]=2[O:25][CH2:24][CH2:23]1. Product: [O:22]1[C:27]2[CH:28]=[CH:29][C:30]([C:32]([C:34]3[CH:39]=[C:38]([O:40][CH3:41])[CH:37]=[C:36]([O:42][CH3:43])[CH:35]=3)=[CH:9][C:10]#[N:11])=[CH:31][C:26]=2[O:25][CH2:24][CH2:23]1.